From a dataset of Kir2.1 potassium channel HTS with 301,493 compounds. Binary Classification. Given a drug SMILES string, predict its activity (active/inactive) in a high-throughput screening assay against a specified biological target. (1) The compound is O(CC=1NC(=O)NC(C1C(OCC)=O)C)C(=O)/C=C\c1c(OC)cc(OC)cc1. The result is 0 (inactive). (2) The compound is O1c2cc(CN3CCNCC3)ccc2OC1. The result is 0 (inactive). (3) The drug is O1CCN(CC1)C(=O)c1cc([N+]([O-])=O)cc([N+]([O-])=O)c1. The result is 0 (inactive). (4) The molecule is s1c(NCCOC)nnc1SCC(=O)Nc1oc(nn1)c1ccccc1. The result is 0 (inactive). (5) The molecule is S(c1ncccc1C(=O)N(CC(=O)Nc1cc(OCC)c(OCC)cc1)C)C. The result is 0 (inactive).